This data is from Peptide-MHC class II binding affinity with 134,281 pairs from IEDB. The task is: Regression. Given a peptide amino acid sequence and an MHC pseudo amino acid sequence, predict their binding affinity value. This is MHC class II binding data. (1) The peptide sequence is EGTVDFIFGEARSLY. The MHC is HLA-DQA10301-DQB10302 with pseudo-sequence HLA-DQA10301-DQB10302. The binding affinity (normalized) is 0.366. (2) The peptide sequence is MYYVSGARSNVTFTVK. The MHC is DRB1_1101 with pseudo-sequence DRB1_1101. The binding affinity (normalized) is 0.610. (3) The peptide sequence is PRLLYAKSSPAYPSV. The MHC is HLA-DPA10201-DPB10101 with pseudo-sequence HLA-DPA10201-DPB10101. The binding affinity (normalized) is 0.291. (4) The peptide sequence is WFINWYLPISQLFYN. The MHC is HLA-DQA10201-DQB10202 with pseudo-sequence HLA-DQA10201-DQB10202. The binding affinity (normalized) is 0.395. (5) The peptide sequence is AVQVTFTVQKGSDPKKLVLNIKYTRPGDSL. The MHC is DRB1_0802 with pseudo-sequence DRB1_0802. The binding affinity (normalized) is 0.789. (6) The peptide sequence is APEVKYTVKETALKK. The MHC is HLA-DPA10201-DPB10101 with pseudo-sequence HLA-DPA10201-DPB10101. The binding affinity (normalized) is 0.478. (7) The peptide sequence is QPCNGVTMNDVKIEY. The MHC is DRB1_0301 with pseudo-sequence DRB1_0301. The binding affinity (normalized) is 0.520.